From a dataset of Forward reaction prediction with 1.9M reactions from USPTO patents (1976-2016). Predict the product of the given reaction. Given the reactants [CH2:1]([O:3][C:4]1[CH:13]=[C:12]2[C:7]([CH2:8][CH2:9][CH:10]([NH:14][CH2:15][CH2:16][CH3:17])[CH2:11]2)=[CH:6][CH:5]=1)[CH3:2].[CH3:18][S:19]([N:22]1[CH2:27][CH2:26][CH:25]([CH:28]=O)[CH2:24][CH2:23]1)(=[O:21])=[O:20].CCN(C(C)C)C(C)C.C(O[BH-](OC(=O)C)OC(=O)C)(=O)C.[Na+], predict the reaction product. The product is: [CH2:1]([O:3][C:4]1[CH:13]=[C:12]2[C:7]([CH2:8][CH2:9][CH:10]([N:14]([CH2:28][CH:25]3[CH2:26][CH2:27][N:22]([S:19]([CH3:18])(=[O:21])=[O:20])[CH2:23][CH2:24]3)[CH2:15][CH2:16][CH3:17])[CH2:11]2)=[CH:6][CH:5]=1)[CH3:2].